Dataset: NCI-60 drug combinations with 297,098 pairs across 59 cell lines. Task: Regression. Given two drug SMILES strings and cell line genomic features, predict the synergy score measuring deviation from expected non-interaction effect. (1) Drug 1: CC1=C(C=C(C=C1)NC2=NC=CC(=N2)N(C)C3=CC4=NN(C(=C4C=C3)C)C)S(=O)(=O)N.Cl. Drug 2: C1=CC(=CC=C1C#N)C(C2=CC=C(C=C2)C#N)N3C=NC=N3. Cell line: CCRF-CEM. Synergy scores: CSS=-0.222, Synergy_ZIP=0.494, Synergy_Bliss=-2.07, Synergy_Loewe=-2.65, Synergy_HSA=-2.66. (2) Synergy scores: CSS=17.9, Synergy_ZIP=-8.69, Synergy_Bliss=-2.69, Synergy_Loewe=-22.4, Synergy_HSA=-2.94. Drug 1: C1C(C(OC1N2C=C(C(=O)NC2=O)F)CO)O. Cell line: UO-31. Drug 2: C1=CC=C(C(=C1)C(C2=CC=C(C=C2)Cl)C(Cl)Cl)Cl.